Dataset: Catalyst prediction with 721,799 reactions and 888 catalyst types from USPTO. Task: Predict which catalyst facilitates the given reaction. (1) Reactant: Br[CH2:2][C:3]([C:5]1[C:13]2[C:8](=[N:9][CH:10]=[C:11]([F:14])[CH:12]=2)[NH:7][CH:6]=1)=O.[NH2:15][C:16]([NH2:18])=[S:17].O.[NH4+].[OH-]. Product: [F:14][C:11]1[CH:12]=[C:13]2[C:5]([C:3]3[N:15]=[C:16]([NH2:18])[S:17][CH:2]=3)=[CH:6][NH:7][C:8]2=[N:9][CH:10]=1. The catalyst class is: 8. (2) Reactant: [F:1][C:2]([F:9])([F:8])[C:3]1[N:4]=[CH:5][NH:6][CH:7]=1.[C:10]([O:14][C:15]([NH:17][C@@H:18]([CH2:23]I)[C:19]([O:21][CH3:22])=[O:20])=[O:16])([CH3:13])([CH3:12])[CH3:11].C(=O)([O-])[O-].[Cs+].[Cs+].CN(C=O)C. Product: [C:10]([O:14][C:15]([NH:17][C@@H:18]([CH2:23][N:6]1[CH:7]=[C:3]([C:2]([F:9])([F:8])[F:1])[N:4]=[CH:5]1)[C:19]([O:21][CH3:22])=[O:20])=[O:16])([CH3:13])([CH3:12])[CH3:11]. The catalyst class is: 6. (3) Reactant: [CH3:1][O:2][CH2:3][CH2:4][O:5][C:6]1[CH:11]=[CH:10][C:9]([C:12]2[N:13]=[C:14]3[CH:19]=[CH:18][C:17]([O:20][CH2:21][CH2:22][CH3:23])=[N:16][N:15]3[C:24]=2I)=[CH:8][CH:7]=1.[C:26]1(B(O)O)[CH:31]=[CH:30][CH:29]=[CH:28][CH:27]=1.[OH-].[Na+]. Product: [CH3:1][O:2][CH2:3][CH2:4][O:5][C:6]1[CH:11]=[CH:10][C:9]([C:12]2[N:13]=[C:14]3[CH:19]=[CH:18][C:17]([O:20][CH2:21][CH2:22][CH3:23])=[N:16][N:15]3[C:24]=2[C:26]2[CH:31]=[CH:30][CH:29]=[CH:28][CH:27]=2)=[CH:8][CH:7]=1. The catalyst class is: 659. (4) Reactant: [CH3:1][O:2][C:3](=[O:25])[C:4]1[CH:9]=[CH:8][C:7]([CH2:10][N:11]([C:14](=[O:24])[CH:15]=[C:16]2[C:20](=[O:21])[O:19][C:18](C)(C)[O:17]2)[O:12][CH3:13])=[CH:6][CH:5]=1. Product: [CH3:1][O:2][C:3](=[O:25])[C:4]1[CH:9]=[CH:8][C:7]([CH2:10][N:11]([C:14](=[O:24])[CH:15]=[C:16]([OH:17])[C:20]([O:19][CH3:18])=[O:21])[O:12][CH3:13])=[CH:6][CH:5]=1. The catalyst class is: 5. (5) Reactant: [Cl:1][C:2]1[CH:37]=[CH:36][C:5]([CH2:6][NH:7][C:8](=[O:35])[C:9]([C:20]([C:22]2[CH:26]=[C:25]([CH2:27][N:28]3[CH2:33][CH2:32][O:31][CH2:30][CH2:29]3)[S:24][C:23]=2Cl)=[O:21])=[CH:10][NH:11][CH2:12][CH2:13][N:14]2[CH2:19][CH2:18][O:17][CH2:16][CH2:15]2)=[CH:4][CH:3]=1.C([O-])([O-])=O.[K+].[K+]. Product: [Cl:1][C:2]1[CH:37]=[CH:36][C:5]([CH2:6][NH:7][C:8]([C:9]2[C:20](=[O:21])[C:22]3[CH:26]=[C:25]([CH2:27][N:28]4[CH2:29][CH2:30][O:31][CH2:32][CH2:33]4)[S:24][C:23]=3[N:11]([CH2:12][CH2:13][N:14]3[CH2:15][CH2:16][O:17][CH2:18][CH2:19]3)[CH:10]=2)=[O:35])=[CH:4][CH:3]=1. The catalyst class is: 3. (6) Reactant: [H-].[Al+3].[Li+].[H-].[H-].[H-].[CH3:7][O:8][C:9]1[CH:14]=[CH:13][C:12]([C:15]([CH3:19])([CH3:18])[C:16]#[N:17])=[CH:11][CH:10]=1.[OH-].[Na+].O. Product: [CH3:7][O:8][C:9]1[CH:14]=[CH:13][C:12]([C:15]([CH3:19])([CH3:18])[CH2:16][NH2:17])=[CH:11][CH:10]=1. The catalyst class is: 27. (7) Reactant: C(NC(C)C)(C)C.[Li].C(NC(C)C)(C)C.C([Li])CCC.[C:21]1([CH3:39])[CH:26]=[CH:25][C:24]([S:27]([N:30]2[C:34]3=[N:35][CH:36]=[CH:37][CH:38]=[C:33]3[CH:32]=[CH:31]2)(=[O:29])=[O:28])=[CH:23][CH:22]=1.Cl.[O:41]1CCC[CH2:42]1. Product: [C:21]1([CH3:39])[CH:22]=[CH:23][C:24]([S:27]([N:30]2[C:34]3=[N:35][CH:36]=[CH:37][CH:38]=[C:33]3[CH:32]=[C:31]2[CH:42]=[O:41])(=[O:29])=[O:28])=[CH:25][CH:26]=1. The catalyst class is: 9.